Dataset: Catalyst prediction with 721,799 reactions and 888 catalyst types from USPTO. Task: Predict which catalyst facilitates the given reaction. Reactant: [C:1]([C:5]1[CH:10]=[CH:9][C:8](/[CH:11]=[CH:12]/[C:13]([NH:15][C:16]2[CH:21]=[CH:20][CH:19]=[C:18]([O:22][CH2:23][CH2:24][N:25]3C(=O)C4C=CC=CC=4C3=O)[CH:17]=2)=[O:14])=[CH:7][CH:6]=1)([CH3:4])([CH3:3])[CH3:2].NN. Product: [NH2:25][CH2:24][CH2:23][O:22][C:18]1[CH:17]=[C:16]([NH:15][C:13](=[O:14])/[CH:12]=[CH:11]/[C:8]2[CH:7]=[CH:6][C:5]([C:1]([CH3:3])([CH3:2])[CH3:4])=[CH:10][CH:9]=2)[CH:21]=[CH:20][CH:19]=1. The catalyst class is: 14.